From a dataset of Catalyst prediction with 721,799 reactions and 888 catalyst types from USPTO. Predict which catalyst facilitates the given reaction. (1) Reactant: Cl[CH2:2][CH2:3][O:4][C:5]1[CH:10]=[CH:9][CH:8]=[CH:7][C:6]=1[C:11]1([NH:14][C:15]2[C:16](=[O:35])[N:17]([C:21]3[CH:22]=[C:23]([CH:30]=[C:31]([F:34])[C:32]=3[CH3:33])[C:24]([NH:26][CH:27]3[CH2:29][CH2:28]3)=[O:25])[CH:18]=[CH:19][N:20]=2)[CH2:13][CH2:12]1.[CH2:36]([CH2:38][NH2:39])[OH:37]. Product: [CH:27]1([NH:26][C:24](=[O:25])[C:23]2[CH:22]=[C:21]([N:17]3[CH:18]=[CH:19][N:20]=[C:15]([NH:14][C:11]4([C:6]5[CH:7]=[CH:8][CH:9]=[CH:10][C:5]=5[O:4][CH2:3][CH2:2][NH:39][CH2:38][CH2:36][OH:37])[CH2:13][CH2:12]4)[C:16]3=[O:35])[C:32]([CH3:33])=[C:31]([F:34])[CH:30]=2)[CH2:29][CH2:28]1. The catalyst class is: 12. (2) Reactant: [OH-].[K+].[Cl:3][C:4]1[C:5]([Cl:31])=[CH:6][C:7]2[C:8]3[CH2:23][CH2:22][N:21]([C:24]([O:26][C:27]([CH3:30])([CH3:29])[CH3:28])=[O:25])[CH2:20][CH2:19][C:9]=3[N:10]([CH2:13][C:14]([O:16]CC)=[O:15])[C:11]=2[CH:12]=1.Cl. Product: [C:27]([O:26][C:24]([N:21]1[CH2:22][CH2:23][C:8]2[C:7]3[CH:6]=[C:5]([Cl:31])[C:4]([Cl:3])=[CH:12][C:11]=3[N:10]([CH2:13][C:14]([OH:16])=[O:15])[C:9]=2[CH2:19][CH2:20]1)=[O:25])([CH3:30])([CH3:28])[CH3:29]. The catalyst class is: 90. (3) Reactant: [CH3:1][N:2]1[C:7](=[O:8])[CH:6]=[CH:5][C:4]([C:9](=[O:28])[CH2:10][CH:11]([C:19]2[CH:27]=[CH:26][C:22]([C:23](O)=[O:24])=[CH:21][CH:20]=2)[C:12]2[CH:17]=[CH:16][CH:15]=[CH:14][C:13]=2[CH3:18])=[CH:3]1.Cl.[CH2:30]([O:32][C:33](=[O:37])[CH2:34][CH2:35][NH2:36])[CH3:31].CN([P+](ON1N=NC2C=CC=CC1=2)(N(C)C)N(C)C)C.F[P-](F)(F)(F)(F)F. Product: [CH2:30]([O:32][C:33](=[O:37])[CH2:34][CH2:35][NH:36][C:23](=[O:24])[C:22]1[CH:26]=[CH:27][C:19]([CH:11]([C:12]2[CH:17]=[CH:16][CH:15]=[CH:14][C:13]=2[CH3:18])[CH2:10][C:9]([C:4]2[CH:5]=[CH:6][C:7](=[O:8])[N:2]([CH3:1])[CH:3]=2)=[O:28])=[CH:20][CH:21]=1)[CH3:31]. The catalyst class is: 7. (4) Reactant: [C:1]1([CH2:7][O:8][C:9]2[CH:17]=[CH:16][CH:15]=[CH:14][C:10]=2[C:11]([OH:13])=[O:12])[CH:6]=[CH:5][CH:4]=[CH:3][CH:2]=1.[O:18]([CH2:26][C@H:27](O)[CH3:28])[Si:19]([C:22]([CH3:25])([CH3:24])[CH3:23])([CH3:21])[CH3:20].Cl.CN(C)CCCN=C=NCC. Product: [C:1]1([CH2:7][O:8][C:9]2[CH:17]=[CH:16][CH:15]=[CH:14][C:10]=2[C:11]([O:13][C@H:27]([CH3:28])[CH2:26][O:18][Si:19]([C:22]([CH3:25])([CH3:24])[CH3:23])([CH3:21])[CH3:20])=[O:12])[CH:2]=[CH:3][CH:4]=[CH:5][CH:6]=1. The catalyst class is: 119.